From a dataset of CYP2C9 inhibition data for predicting drug metabolism from PubChem BioAssay. Regression/Classification. Given a drug SMILES string, predict its absorption, distribution, metabolism, or excretion properties. Task type varies by dataset: regression for continuous measurements (e.g., permeability, clearance, half-life) or binary classification for categorical outcomes (e.g., BBB penetration, CYP inhibition). Dataset: cyp2c9_veith. (1) The molecule is CC(C)CN=C(N)N=C(N)N. The result is 0 (non-inhibitor). (2) The result is 0 (non-inhibitor). The molecule is CCCCC(=O)Nc1cc(OCC)c(NC(=O)c2ccccc2[N+](=O)[O-])cc1OCC. (3) The drug is Cc1nn(Cc2c(F)c(F)c(F)c(F)c2F)c(C)c1NC(=O)c1cccc(COc2ccc(Cl)cc2)c1. The result is 1 (inhibitor). (4) The result is 0 (non-inhibitor). The molecule is CCc1c2c(nc3ccccc13)OC(C)C2. (5) The drug is O=C(O)CSc1ncccc1[N+](=O)[O-]. The result is 0 (non-inhibitor). (6) The molecule is O=C(O)[C@H]1[C@@H]2C=C[C@H](O2)[C@@H]1C(=O)NCc1cccnc1. The result is 0 (non-inhibitor). (7) The drug is COc1cccc(-c2ccc3ncnc(NCc4ccccc4)c3c2)c1. The result is 1 (inhibitor). (8) The molecule is CCOC(=O)N1CCN(C(=O)c2ccc(Cl)c(S(=O)(=O)N3CCOCC3)c2)CC1. The result is 0 (non-inhibitor).